This data is from Reaction yield outcomes from USPTO patents with 853,638 reactions. The task is: Predict the reaction yield, written as a fraction of the theoretical maximum amount of product (1.0 means a 100% yield; for example, 0.34 means a 34% yield). (1) The reactants are [Cl:1][C:2]1[CH:3]=[C:4]([C:8]2[C:12]([CH2:13][O:14][C:15]3[CH:23]=[CH:22][C:18]([C:19]([OH:21])=O)=[CH:17][N:16]=3)=[C:11]([CH3:24])[O:10][N:9]=2)[CH:5]=[CH:6][CH:7]=1.[NH:25]1[CH2:30][CH2:29][S:28](=[O:32])(=[O:31])[CH2:27][CH2:26]1. No catalyst specified. The product is [Cl:1][C:2]1[CH:3]=[C:4]([C:8]2[C:12]([CH2:13][O:14][C:15]3[N:16]=[CH:17][C:18]([C:19]([N:25]4[CH2:30][CH2:29][S:28](=[O:32])(=[O:31])[CH2:27][CH2:26]4)=[O:21])=[CH:22][CH:23]=3)=[C:11]([CH3:24])[O:10][N:9]=2)[CH:5]=[CH:6][CH:7]=1. The yield is 0.870. (2) The reactants are [NH2:1][CH:2]([CH:7]1[CH2:10][CH2:9][CH2:8]1)[CH2:3][C:4]([OH:6])=[O:5].[N+](=[CH:13][Si](C)(C)C)=[N-]. The catalyst is CO.C1C=CC=CC=1.CCOC(C)=O.[Cl-].[Na+].O. The product is [NH2:1][CH:2]([CH:7]1[CH2:10][CH2:9][CH2:8]1)[CH2:3][C:4]([O:6][CH3:13])=[O:5]. The yield is 0.950.